This data is from Retrosynthesis with 50K atom-mapped reactions and 10 reaction types from USPTO. The task is: Predict the reactants needed to synthesize the given product. (1) Given the product C#CC(O)(C=CI)CCCCC, predict the reactants needed to synthesize it. The reactants are: C#C[Mg+].CCCCCC(=O)C=CI. (2) The reactants are: CN(C(=O)OC(C)(C)C)[C@@H]1CN(C(=O)c2ccc(C#N)cc2)C[C@H]1c1ccc(Cl)c(Cl)c1. Given the product CN[C@@H]1CN(C(=O)c2ccc(C#N)cc2)C[C@H]1c1ccc(Cl)c(Cl)c1, predict the reactants needed to synthesize it. (3) Given the product CCOC(=O)c1sc2nc(CN3CCN(C(=O)OC(C)(C)C)CC3)[nH]c(=O)c2c1C, predict the reactants needed to synthesize it. The reactants are: CC(C)(C)OC(=O)N1CCNCC1.CCOC(=O)c1sc2nc(CCl)[nH]c(=O)c2c1C.